This data is from Catalyst prediction with 721,799 reactions and 888 catalyst types from USPTO. The task is: Predict which catalyst facilitates the given reaction. (1) Reactant: [NH2:1][C:2]1[C:6]2[CH:7]=[CH:8][C:9]([C:11](O)([CH2:14][CH3:15])[CH2:12][CH3:13])=[CH:10][C:5]=2[O:4][N:3]=1.[NH:17]1[C:25]2[C:20](=[CH:21][CH:22]=[CH:23][C:24]=2[NH:26][S:27]([CH3:30])(=[O:29])=[O:28])[CH:19]=[CH:18]1.C(O)(C(F)(F)F)=O. The catalyst class is: 2. Product: [NH2:1][C:2]1[C:6]2[CH:7]=[CH:8][C:9]([C:11]([C:19]3[C:20]4[C:25](=[C:24]([NH:26][S:27]([CH3:30])(=[O:28])=[O:29])[CH:23]=[CH:22][CH:21]=4)[NH:17][CH:18]=3)([CH2:14][CH3:15])[CH2:12][CH3:13])=[CH:10][C:5]=2[O:4][N:3]=1. (2) Reactant: [H-].[Na+].[CH:3]1([C:6](=[O:8])[CH3:7])[CH2:5][CH2:4]1.[C:9]([S:13][CH3:14])([S:11][CH3:12])=S. Product: [CH:3]1([C:6](=[O:8])[CH:7]=[C:9]([S:13][CH3:14])[S:11][CH3:12])[CH2:5][CH2:4]1. The catalyst class is: 3.